Predict the reactants needed to synthesize the given product. From a dataset of Retrosynthesis with 50K atom-mapped reactions and 10 reaction types from USPTO. (1) Given the product Nc1nc(N)c2nc(CNCCc3ccc(O)c(O)c3)cnc2n1, predict the reactants needed to synthesize it. The reactants are: NCCc1ccc(O)c(O)c1.Nc1nc(N)c2nc(CBr)cnc2n1. (2) Given the product CCOC(=O)C(O)c1ccc(-c2ncc(Cl)c(Nc3cc(C4CC4)[nH]n3)n2)s1, predict the reactants needed to synthesize it. The reactants are: CCOC(=O)C(O[Si](C)(C)C(C)(C)C)c1ccc(-c2ncc(Cl)c(Nc3cc(C4CC4)[nH]n3)n2)s1. (3) Given the product CCOC(=O)COc1ccccc1Oc1cc(NC(=O)OCC)c(F)cc1Cl, predict the reactants needed to synthesize it. The reactants are: CCOC(=O)COc1ccccc1Oc1cc(N)c(F)cc1Cl.CCOC(=O)Cl. (4) Given the product O=C(c1ccccc1)c1ccccc1, predict the reactants needed to synthesize it. The reactants are: OC(c1ccccc1)c1ccccc1.